From a dataset of Full USPTO retrosynthesis dataset with 1.9M reactions from patents (1976-2016). Predict the reactants needed to synthesize the given product. (1) Given the product [CH2:26]([O:25][C:24]([NH:23][C:17]1[CH:18]=[CH:19][C:20](/[CH:21]=[CH:7]/[C:5]([O:4][CH3:3])=[O:6])=[C:15]([F:14])[CH:16]=1)=[O:33])[C:27]1[CH:32]=[CH:31][CH:30]=[CH:29][CH:28]=1, predict the reactants needed to synthesize it. The reactants are: [H-].[Na+].[CH3:3][O:4][C:5]([CH2:7]P(OC)(OC)=O)=[O:6].[F:14][C:15]1[CH:16]=[C:17]([NH:23][C:24](=[O:33])[O:25][CH2:26][C:27]2[CH:32]=[CH:31][CH:30]=[CH:29][CH:28]=2)[CH:18]=[CH:19][C:20]=1[CH:21]=O.Cl. (2) Given the product [CH3:16][O:17][C:18]1[CH:19]=[CH:20][C:21]([CH2:22][S:23]([C:26]2[C:27](=[O:28])[O:15][C:5]3[C:6]([CH:7]=2)=[CH:9][C:10]([N+:12]([O-:14])=[O:13])=[CH:11][C:4]=3[N+:1]([O-:3])=[O:2])(=[O:24])=[O:25])=[CH:30][CH:31]=1, predict the reactants needed to synthesize it. The reactants are: [N+:1]([C:4]1[CH:11]=[C:10]([N+:12]([O-:14])=[O:13])[CH:9]=[C:6]([CH:7]=O)[C:5]=1[OH:15])([O-:3])=[O:2].[CH3:16][O:17][C:18]1[CH:31]=[CH:30][C:21]([CH2:22][S:23]([CH2:26][C:27](O)=[O:28])(=[O:25])=[O:24])=[CH:20][CH:19]=1.